From a dataset of TCR-epitope binding with 47,182 pairs between 192 epitopes and 23,139 TCRs. Binary Classification. Given a T-cell receptor sequence (or CDR3 region) and an epitope sequence, predict whether binding occurs between them. (1) The epitope is TFYLTNDVSFL. The TCR CDR3 sequence is CASSYSDGNEAFF. Result: 0 (the TCR does not bind to the epitope). (2) The epitope is KLNVGDYFV. The TCR CDR3 sequence is CASSFSGQLDTIYF. Result: 0 (the TCR does not bind to the epitope). (3) The epitope is WICLLQFAY. The TCR CDR3 sequence is CASTNREVLHEQFF. Result: 0 (the TCR does not bind to the epitope). (4) The TCR CDR3 sequence is CASSGGTGVNQPQHF. Result: 1 (the TCR binds to the epitope). The epitope is TPINLVRDL. (5) The epitope is AMFWSVPTV. The TCR CDR3 sequence is CATPRGGEQYF. Result: 0 (the TCR does not bind to the epitope).